Predict the product of the given reaction. From a dataset of Forward reaction prediction with 1.9M reactions from USPTO patents (1976-2016). (1) Given the reactants [Cl:1][C:2]1[CH:18]=[CH:17][C:5]([CH2:6][N:7]([CH:12]2[CH2:16][CH2:15][NH:14][CH2:13]2)[CH2:8][C:9]([NH2:11])=[O:10])=[CH:4][CH:3]=1.C(=O)([O-])[O-].[K+].[K+].Br[CH2:26][CH2:27]/[CH:28]=[C:29]1/[C:30]2[CH:43]=[C:42]([C:44]([OH:47])([CH3:46])[CH3:45])[CH:41]=[CH:40][C:31]=2[O:32][CH2:33][C:34]2[N:39]=[CH:38][CH:37]=[CH:36][C:35]/1=2, predict the reaction product. The product is: [Cl:1][C:2]1[CH:18]=[CH:17][C:5]([CH2:6][N:7]([CH:12]2[CH2:16][CH2:15][N:14]([CH2:26][CH2:27][CH:28]=[C:29]3[C:35]4[CH:36]=[CH:37][CH:38]=[N:39][C:34]=4[CH2:33][O:32][C:31]4[CH:40]=[CH:41][C:42]([C:44]([OH:47])([CH3:46])[CH3:45])=[CH:43][C:30]3=4)[CH2:13]2)[CH2:8][C:9]([NH2:11])=[O:10])=[CH:4][CH:3]=1. (2) Given the reactants O1CCCC1.[NH2:6][C:7]1[C:12]([C:13]2[O:17][N:16]=[C:15]([CH2:18][C:19]3[CH:24]=[CH:23][C:22]([OH:25])=[CH:21][CH:20]=3)[CH:14]=2)=[CH:11][CH:10]=[C:9]([NH2:26])[N:8]=1.[OH-].[Na+].Cl[CH2:30][C:31]1[CH:36]=[CH:35][CH:34]=[C:33]([O:37][CH3:38])[N:32]=1, predict the reaction product. The product is: [CH3:38][O:37][C:33]1[N:32]=[C:31]([CH2:30][O:25][C:22]2[CH:23]=[CH:24][C:19]([CH2:18][C:15]3[CH:14]=[C:13]([C:12]4[C:7]([NH2:6])=[N:8][C:9]([NH2:26])=[CH:10][CH:11]=4)[O:17][N:16]=3)=[CH:20][CH:21]=2)[CH:36]=[CH:35][CH:34]=1.